This data is from Merck oncology drug combination screen with 23,052 pairs across 39 cell lines. The task is: Regression. Given two drug SMILES strings and cell line genomic features, predict the synergy score measuring deviation from expected non-interaction effect. (1) Drug 1: C=CCn1c(=O)c2cnc(Nc3ccc(N4CCN(C)CC4)cc3)nc2n1-c1cccc(C(C)(C)O)n1. Drug 2: Cn1cc(-c2cnn3c(N)c(Br)c(C4CCCNC4)nc23)cn1. Cell line: NCIH1650. Synergy scores: synergy=34.4. (2) Synergy scores: synergy=-23.1. Drug 2: O=C(CCCCCCC(=O)Nc1ccccc1)NO. Drug 1: O=P1(N(CCCl)CCCl)NCCCO1. Cell line: LNCAP.